From a dataset of Reaction yield outcomes from USPTO patents with 853,638 reactions. Predict the reaction yield, written as a fraction of the theoretical maximum amount of product (1.0 means a 100% yield; for example, 0.34 means a 34% yield). (1) The reactants are [Cl:1][C:2]1[CH:7]=[CH:6][CH:5]=[CH:4][C:3]=1[C@@H:8]1[CH2:10][C@H:9]1[C:11](=O)[CH3:12].N1C=CC=CC=1.Cl.[CH3:21][O:22][NH2:23]. The catalyst is CO.O. The product is [CH3:21][O:22][N:23]=[C:11]([C@@H:9]1[CH2:10][C@H:8]1[C:3]1[CH:4]=[CH:5][CH:6]=[CH:7][C:2]=1[Cl:1])[CH3:12]. The yield is 0.980. (2) The reactants are Br[C:2]1[O:3][C:4]2[CH:10]=[CH:9][C:8]([C:11]#[N:12])=[CH:7][C:5]=2[CH:6]=1.[CH3:13][C:14]1[C:19](B(O)O)=[CH:18][CH:17]=[CH:16][N:15]=1.C([O-])([O-])=O.[Na+].[Na+].ClCl. The catalyst is C1(C)C=CC=CC=1.CCO.O. The product is [CH3:13][C:14]1[C:19]([C:2]2[O:3][C:4]3[CH:10]=[CH:9][C:8]([C:11]#[N:12])=[CH:7][C:5]=3[CH:6]=2)=[CH:18][CH:17]=[CH:16][N:15]=1. The yield is 0.570.